The task is: Predict the reaction yield, written as a fraction of the theoretical maximum amount of product (1.0 means a 100% yield; for example, 0.34 means a 34% yield).. This data is from Reaction yield outcomes from USPTO patents with 853,638 reactions. (1) The product is [CH3:80][O:79][C:71]1[CH:70]=[C:69]([CH:74]=[C:73]([O:75][CH3:76])[C:72]=1[O:77][CH3:78])[C:68]([N:67]([CH2:82][C:83]([CH3:91])=[CH:84][C:85]1[CH:86]=[CH:87][CH:88]=[CH:89][CH:90]=1)[CH2:66][CH2:65][C@H:61]1[CH2:62][CH2:63][CH2:64][NH:60]1)=[O:81]. The catalyst is O1CCOCC1.Cl.C(N(CC)CC)C. The yield is 0.390. The reactants are C(OC(N1CCC[C@@H]1C(O)=O)=O)(C)(C)C.COC1C=C(C=C(OC)C=1OC)C(O)=O.F[B-](F)(F)F.N1(OC(N(C)C)=[N+](C)C)C2C=CC=CC=2N=N1.C(OC([N:60]1[CH2:64][CH2:63][CH2:62][CH:61]1[CH2:65][CH2:66][N:67]([CH2:82][C:83]([CH3:91])=[CH:84][C:85]1[CH:90]=[CH:89][CH:88]=[CH:87][CH:86]=1)[C:68](=[O:81])[C:69]1[CH:74]=[C:73]([O:75][CH3:76])[C:72]([O:77][CH3:78])=[C:71]([O:79][CH3:80])[CH:70]=1)=O)(C)(C)C. (2) The reactants are Cl[C:2]1[C:11]([CH:12]=[O:13])=[CH:10][C:9]2[C:4](=[C:5]([CH3:14])[CH:6]=[CH:7][CH:8]=2)[N:3]=1.[CH3:15][O:16][C:17]1[CH:22]=[CH:21][CH:20]=[CH:19][C:18]=1B(O)O.C(=O)([O-])[O-].[Na+].[Na+]. The catalyst is C(#N)C.O.C1C=CC([P]([Pd]([P](C2C=CC=CC=2)(C2C=CC=CC=2)C2C=CC=CC=2)([P](C2C=CC=CC=2)(C2C=CC=CC=2)C2C=CC=CC=2)[P](C2C=CC=CC=2)(C2C=CC=CC=2)C2C=CC=CC=2)(C2C=CC=CC=2)C2C=CC=CC=2)=CC=1. The product is [CH3:15][O:16][C:17]1[CH:22]=[CH:21][CH:20]=[CH:19][C:18]=1[C:2]1[C:11]([CH:12]=[O:13])=[CH:10][C:9]2[C:4](=[C:5]([CH3:14])[CH:6]=[CH:7][CH:8]=2)[N:3]=1. The yield is 0.900.